This data is from Retrosynthesis with 50K atom-mapped reactions and 10 reaction types from USPTO. The task is: Predict the reactants needed to synthesize the given product. Given the product CCC(CC)(c1ccc(CO)c(C)c1)c1ccc(OCC(O[Si](C)(C)C(C)(C)C)C(C)(C)C)c(C)c1, predict the reactants needed to synthesize it. The reactants are: CCC(CC)(c1ccc(OCC(O[Si](C)(C)C(C)(C)C)C(C)(C)C)c(C)c1)c1ccc(C(=O)OC)c(C)c1.